From a dataset of Forward reaction prediction with 1.9M reactions from USPTO patents (1976-2016). Predict the product of the given reaction. (1) Given the reactants Br[CH:2]([C:6]([C:8]1[CH:13]=[CH:12][CH:11]=[CH:10][C:9]=1[Cl:14])=O)[C:3]([NH2:5])=[O:4].[NH2:15][C:16]([NH2:18])=[S:17], predict the reaction product. The product is: [NH2:18][C:16]1[S:17][C:2]([C:3]([NH2:5])=[O:4])=[C:6]([C:8]2[CH:13]=[CH:12][CH:11]=[CH:10][C:9]=2[Cl:14])[N:15]=1. (2) Given the reactants C([O:3][C:4]([C:6]1[N:7]=[C:8]2[CH2:13][CH2:12][CH:11]([CH2:14][NH:15][C:16]([O:18][C:19]([CH3:22])([CH3:21])[CH3:20])=[O:17])[CH2:10][N:9]2[CH:23]=1)=[O:5])C.O.[OH-].[Li+].C(O)(=O)C, predict the reaction product. The product is: [C:19]([O:18][C:16]([NH:15][CH2:14][CH:11]1[CH2:10][N:9]2[CH:23]=[C:6]([C:4]([OH:5])=[O:3])[N:7]=[C:8]2[CH2:13][CH2:12]1)=[O:17])([CH3:22])([CH3:20])[CH3:21]. (3) Given the reactants Cl.O.[OH:3][C:4]12[C:15]3[C:10](=[C:11]([N+:16]([O-])=O)[CH:12]=[CH:13][CH:14]=3)[C:9](=[O:19])[C:8]1([NH:20][C:21](=[O:29])[C:22]1[C:27]([CH3:28])=[CH:26][CH:25]=[N:24][CH:23]=1)[C:7]1[CH:30]=[CH:31][C:32]([CH:34]([CH3:36])[CH3:35])=[CH:33][C:6]=1[O:5]2, predict the reaction product. The product is: [NH2:16][C:11]1[CH:12]=[CH:13][CH:14]=[C:15]2[C:10]=1[C:9](=[O:19])[C:8]1([NH:20][C:21](=[O:29])[C:22]3[C:27]([CH3:28])=[CH:26][CH:25]=[N:24][CH:23]=3)[C:7]3[CH:30]=[CH:31][C:32]([CH:34]([CH3:36])[CH3:35])=[CH:33][C:6]=3[O:5][C:4]12[OH:3].